The task is: Predict the reactants needed to synthesize the given product.. This data is from Full USPTO retrosynthesis dataset with 1.9M reactions from patents (1976-2016). (1) Given the product [F:36][C:37]1[CH:38]=[C:39]2[C:43](=[CH:44][CH:45]=1)[N:42]([CH2:46][C:47]([O:49][C:50]([CH3:53])([CH3:52])[CH3:51])=[O:48])[C:41]([CH3:54])=[C:40]2[C:55]1[C:64]2[C:59](=[CH:60][CH:61]=[CH:62][CH:63]=2)[C:58](=[O:65])[N:57]([CH2:73][C:72]2[CH:71]=[CH:70][N:69]=[CH:68][C:67]=2[F:66])[N:56]=1, predict the reactants needed to synthesize it. The reactants are: ClC1C=CC(CN2C(=O)C3C(=CC=CC=3)C(C3C4C(=CC=C(F)C=4)N(CC(O)=O)C=3C)=N2)=CC=1F.[F:36][C:37]1[CH:38]=[C:39]2[C:43](=[CH:44][CH:45]=1)[N:42]([CH2:46][C:47]([O:49][C:50]([CH3:53])([CH3:52])[CH3:51])=[O:48])[C:41]([CH3:54])=[C:40]2[C:55]1[C:64]2[C:59](=[CH:60][CH:61]=[CH:62][CH:63]=2)[C:58](=[O:65])[NH:57][N:56]=1.[F:66][C:67]1[CH:68]=[N:69][CH:70]=[CH:71][C:72]=1[CH2:73]O.C1(P(C2C=CC=CC=2)C2C=CC=CC=2)C=CC=CC=1.CC(OC(/N=N/C(OC(C)C)=O)=O)C. (2) Given the product [C:1]([C:5]1[CH:10]=[CH:9][C:8]([S:11]([Cl:32])(=[O:13])=[O:12])=[C:7]([F:15])[CH:6]=1)([CH3:4])([CH3:3])[CH3:2], predict the reactants needed to synthesize it. The reactants are: [C:1]([C:5]1[CH:10]=[CH:9][C:8]([S:11](O)(=[O:13])=[O:12])=[C:7]([F:15])[CH:6]=1)([CH3:4])([CH3:3])[CH3:2].C(C1C=C(F)C=CC=1S(O)(=O)=O)(C)(C)C.P(Cl)(Cl)(Cl)(Cl)[Cl:32]. (3) Given the product [CH:17]1([N:5]2[C:1](=[O:11])[C:2]3[C:3](=[CH:7][CH:8]=[CH:9][CH:10]=3)[C:4]2=[O:6])[CH2:16][CH2:15][CH2:14][CH:13]=[CH:12]1, predict the reactants needed to synthesize it. The reactants are: [C:1]1(=[O:11])[NH:5][C:4](=[O:6])[C:3]2=[CH:7][CH:8]=[CH:9][CH:10]=[C:2]12.[C:12]1(P([C:12]2[CH:17]=[CH:16][CH:15]=[CH:14][CH:13]=2)[C:12]2[CH:17]=[CH:16][CH:15]=[CH:14][CH:13]=2)[CH:17]=[CH:16][CH:15]=[CH:14][CH:13]=1.N(C(OCC)=O)=NC(OCC)=O.C1(C)C=CC=CC=1.C1(O)CCCCC=1.